From a dataset of Catalyst prediction with 721,799 reactions and 888 catalyst types from USPTO. Predict which catalyst facilitates the given reaction. (1) Reactant: [Cl:1][C:2]1[CH:3]=[C:4]([NH:9][CH:10]([CH3:12])[CH3:11])[CH:5]=[CH:6][C:7]=1[Cl:8].[NH:13]1[CH:17]=[CH:16][N:15]=[C:14]1[CH:18]=O.C([BH3-])#N.[Na+]. Product: [Cl:1][C:2]1[CH:3]=[C:4]([N:9]([CH2:18][C:14]2[NH:13][CH:17]=[CH:16][N:15]=2)[CH:10]([CH3:12])[CH3:11])[CH:5]=[CH:6][C:7]=1[Cl:8]. The catalyst class is: 466. (2) Reactant: Br[C:2]1[CH:14]=[CH:13][C:12]2[C:11]3[C:6](=[CH:7][C:8]([CH:15]=[O:16])=[CH:9][CH:10]=3)[C:5]3([C:28]4[CH:27]=[CH:26][CH:25]=[CH:24][C:23]=4[C:22]4[C:17]3=[CH:18][CH:19]=[CH:20][CH:21]=4)[C:4]=2[CH:3]=1.[CH3:29][C:30]1([CH3:59])[C:42]2[CH:41]=[CH:40][CH:39]=[CH:38][C:37]=2[C:36]2[C:31]1=[CH:32][C:33]([NH:43][C:44]1[CH:56]=[C:55]3[C:47]([C:48]4[CH:49]=[CH:50][CH:51]=[CH:52][C:53]=4[C:54]3([CH3:58])[CH3:57])=[CH:46][CH:45]=1)=[CH:34][CH:35]=2.C(P)(C)(C)C.C(=O)([O-])[O-].[Cs+].[Cs+].[Cl-].[NH4+]. Product: [CH3:57][C:54]1([CH3:58])[C:53]2[CH:52]=[CH:51][CH:50]=[CH:49][C:48]=2[C:47]2[C:55]1=[CH:56][C:44]([N:43]([C:33]1[CH:32]=[C:31]3[C:36]([C:37]4[CH:38]=[CH:39][CH:40]=[CH:41][C:42]=4[C:30]3([CH3:59])[CH3:29])=[CH:35][CH:34]=1)[C:2]1[CH:3]=[C:4]3[C:12]([C:11]4[CH:6]=[CH:7][C:8]([CH:15]=[O:16])=[CH:9][C:10]=4[C:5]43[C:17]3[CH:18]=[CH:19][CH:20]=[CH:21][C:22]=3[C:23]3[C:28]4=[CH:27][CH:26]=[CH:25][CH:24]=3)=[CH:13][CH:14]=1)=[CH:45][CH:46]=2. The catalyst class is: 164. (3) Reactant: CI.[C:3](=O)([O-])[O-].[K+].[K+].[CH3:9][C:10]1[CH:18]=[CH:17][C:13]([C:14]([OH:16])=[O:15])=[CH:12][C:11]=1[C@H:19]1[C@H:24]([O:25][CH2:26][C:27]2[CH:32]=[CH:31][CH:30]=[CH:29][CH:28]=2)[C@@H:23]([O:33][CH2:34][C:35]2[CH:40]=[CH:39][CH:38]=[CH:37][CH:36]=2)[C@H:22]([O:41][CH2:42][C:43]2[CH:48]=[CH:47][CH:46]=[CH:45][CH:44]=2)[C@@H:21]([CH2:49][O:50][CH2:51][C:52]2[CH:57]=[CH:56][CH:55]=[CH:54][CH:53]=2)[O:20]1. Product: [CH3:9][C:10]1[CH:18]=[CH:17][C:13]([C:14]([O:16][CH3:3])=[O:15])=[CH:12][C:11]=1[C@H:19]1[C@H:24]([O:25][CH2:26][C:27]2[CH:28]=[CH:29][CH:30]=[CH:31][CH:32]=2)[C@@H:23]([O:33][CH2:34][C:35]2[CH:40]=[CH:39][CH:38]=[CH:37][CH:36]=2)[C@H:22]([O:41][CH2:42][C:43]2[CH:44]=[CH:45][CH:46]=[CH:47][CH:48]=2)[C@@H:21]([CH2:49][O:50][CH2:51][C:52]2[CH:57]=[CH:56][CH:55]=[CH:54][CH:53]=2)[O:20]1. The catalyst class is: 3. (4) Reactant: [CH2:1]([O:8][C@H:9]1[C@H:15]([O:16][CH2:17][C:18]2[CH:23]=[CH:22][CH:21]=[CH:20][CH:19]=2)[C@@H:14]([O:24][CH2:25][C:26]2[CH:31]=[CH:30][CH:29]=[CH:28][CH:27]=2)[C@:13]2([C:33]3[CH:38]=[CH:37][C:36]([Cl:39])=[C:35]([CH2:40][C:41]4[CH:46]=[CH:45][C:44]([O:47][CH2:48][CH3:49])=[CH:43][CH:42]=4)[CH:34]=3)[O:32][C@@:10]1([CH2:50][OH:51])[CH2:11][O:12]2)[C:2]1[CH:7]=[CH:6][CH:5]=[CH:4][CH:3]=1.I(C1C=CC=CC=1C(O)=O)(=O)=O. Product: [CH2:1]([O:8][C@H:9]1[C@H:15]([O:16][CH2:17][C:18]2[CH:19]=[CH:20][CH:21]=[CH:22][CH:23]=2)[C@@H:14]([O:24][CH2:25][C:26]2[CH:31]=[CH:30][CH:29]=[CH:28][CH:27]=2)[C@:13]2([C:33]3[CH:38]=[CH:37][C:36]([Cl:39])=[C:35]([CH2:40][C:41]4[CH:42]=[CH:43][C:44]([O:47][CH2:48][CH3:49])=[CH:45][CH:46]=4)[CH:34]=3)[O:32][C@@:10]1([CH:50]=[O:51])[CH2:11][O:12]2)[C:2]1[CH:7]=[CH:6][CH:5]=[CH:4][CH:3]=1. The catalyst class is: 4.